Dataset: Full USPTO retrosynthesis dataset with 1.9M reactions from patents (1976-2016). Task: Predict the reactants needed to synthesize the given product. Given the product [F:34][C:2]([F:1])([F:33])[C:3]1[CH:4]=[C:5]([CH:26]=[C:27]([C:29]([F:32])([F:31])[F:30])[CH:28]=1)[C:6]([N:8]1[CH2:9][CH2:10][C:11]2([N:15]([C:16]3[CH:17]=[CH:18][CH:19]=[CH:20][CH:21]=3)[C:14]([CH3:47])([CH3:22])[N:13]([C:40]3[CH:41]=[N:42][CH:43]=[CH:44][CH:45]=3)[C:12]2=[O:23])[CH2:24][CH2:25]1)=[O:7], predict the reactants needed to synthesize it. The reactants are: [F:1][C:2]([F:34])([F:33])[C:3]1[CH:4]=[C:5]([CH:26]=[C:27]([C:29]([F:32])([F:31])[F:30])[CH:28]=1)[C:6]([N:8]1[CH2:25][CH2:24][C:11]2([N:15]([C:16]3[CH:21]=[CH:20][CH:19]=[CH:18][CH:17]=3)[CH:14]([CH3:22])[NH:13][C:12]2=[O:23])[CH2:10][CH2:9]1)=[O:7].[H-].[Na+].[Cl-].ClC[C:40]1[CH:41]=[NH+:42][CH:43]=[CH:44][CH:45]=1.O.[CH3:47]N(C)C=O.